Dataset: Forward reaction prediction with 1.9M reactions from USPTO patents (1976-2016). Task: Predict the product of the given reaction. (1) Given the reactants [OH:1][CH2:2][CH2:3][N:4]1[CH2:8][CH2:7][CH2:6][C:5]1=[O:9].CC([O-])(C)C.[K+].[C:16]([O:20][C:21](=[O:39])[NH:22][CH:23]1[CH2:27][CH2:26][N:25]([C:28]2[C:37]3[C:32](=[CH:33][C:34]([F:38])=[CH:35][CH:36]=3)[N:31]=[CH:30][N:29]=2)[CH2:24]1)([CH3:19])([CH3:18])[CH3:17].C(O)(C(F)(F)F)=O.[N+](C1C=CC(OC(=O)[NH:58][C:59]2[CH:64]=[CH:63][C:62]([CH:65]([CH3:67])[CH3:66])=[CH:61][CH:60]=2)=CC=1)([O-])=O, predict the reaction product. The product is: [CH:65]([C:62]1[CH:63]=[CH:64][C:59]([NH:58][C:21]([NH:22][CH:23]2[CH2:27][CH2:26][N:25]([C:28]3[C:37]4[C:32](=[CH:33][C:34]([O:1][CH2:2][CH2:3][N:4]5[CH2:8][CH2:7][CH2:6][C:5]5=[O:9])=[CH:35][CH:36]=4)[N:31]=[CH:30][N:29]=3)[CH2:24]2)=[O:39])=[CH:60][CH:61]=1)([CH3:67])[CH3:66].[C:16]([O:20][C:21](=[O:39])[NH:22][CH:23]1[CH2:27][CH2:26][N:25]([C:28]2[C:37]3[C:32](=[CH:33][C:34]([F:38])=[CH:35][CH:36]=3)[N:31]=[CH:30][N:29]=2)[CH2:24]1)([CH3:19])([CH3:17])[CH3:18]. (2) Given the reactants C(N(CC)CC)C.[C:8]1([C:18](Cl)=[O:19])[C:17]2[C:12](=[CH:13][CH:14]=[CH:15][CH:16]=2)[CH:11]=[CH:10][CH:9]=1.[CH2:21]([O:28][C:29]1[C:30]([CH3:38])=[C:31]([CH3:37])[C:32]([NH2:36])=[N:33][C:34]=1[CH3:35])[C:22]1[CH:27]=[CH:26][CH:25]=[CH:24][CH:23]=1, predict the reaction product. The product is: [CH2:21]([O:28][C:29]1[C:30]([CH3:38])=[C:31]([CH3:37])[C:32]([NH:36][C:18]([C:8]2[C:17]3[C:12](=[CH:13][CH:14]=[CH:15][CH:16]=3)[CH:11]=[CH:10][CH:9]=2)=[O:19])=[N:33][C:34]=1[CH3:35])[C:22]1[CH:23]=[CH:24][CH:25]=[CH:26][CH:27]=1. (3) Given the reactants [C:1]([N:8]1[CH2:12][CH2:11][C:10]([CH2:14]Br)([F:13])[CH2:9]1)([O:3][C:4]([CH3:7])([CH3:6])[CH3:5])=[O:2].[N:16]1([C:22]2[N:27]=[C:26]3[CH:28]=[CH:29][NH:30][C:25]3=[CH:24][C:23]=2[C:31]2[CH:38]=[CH:37][C:34]([C:35]#[N:36])=[CH:33][CH:32]=2)[CH2:21][CH2:20][O:19][CH2:18][CH2:17]1, predict the reaction product. The product is: [C:35]([C:34]1[CH:33]=[CH:32][C:31]([C:23]2[CH:24]=[C:25]3[N:30]([CH2:14][C:10]4([F:13])[CH2:11][CH2:12][N:8]([C:1]([O:3][C:4]([CH3:7])([CH3:6])[CH3:5])=[O:2])[CH2:9]4)[CH:29]=[CH:28][C:26]3=[N:27][C:22]=2[N:16]2[CH2:21][CH2:20][O:19][CH2:18][CH2:17]2)=[CH:38][CH:37]=1)#[N:36]. (4) Given the reactants [CH2:1]([N:8]([CH2:16][CH:17]1[CH2:22][CH2:21][N:20]([C:23]([C:25]2([C:29]([F:32])([F:31])[F:30])[CH2:28][CH2:27][CH2:26]2)=O)[CH2:19][CH2:18]1)[C:9]1[CH:14]=[CH:13][C:12]([Br:15])=[CH:11][CH:10]=1)[C:2]1[CH:7]=[CH:6][CH:5]=[CH:4][CH:3]=1, predict the reaction product. The product is: [CH2:1]([N:8]([CH2:16][CH:17]1[CH2:22][CH2:21][N:20]([CH2:23][C:25]2([C:29]([F:32])([F:31])[F:30])[CH2:28][CH2:27][CH2:26]2)[CH2:19][CH2:18]1)[C:9]1[CH:10]=[CH:11][C:12]([Br:15])=[CH:13][CH:14]=1)[C:2]1[CH:3]=[CH:4][CH:5]=[CH:6][CH:7]=1.